Dataset: Forward reaction prediction with 1.9M reactions from USPTO patents (1976-2016). Task: Predict the product of the given reaction. (1) Given the reactants [C:1](Cl)(=[O:6])[O:2][CH:3]([Cl:5])[CH3:4].[CH:8]1([OH:14])[CH2:13][CH2:12][CH2:11][CH2:10][CH2:9]1.N1C=CC=CC=1, predict the reaction product. The product is: [C:1](=[O:6])([O:14][CH:8]1[CH2:13][CH2:12][CH2:11][CH2:10][CH2:9]1)[O:2][CH:3]([Cl:5])[CH3:4]. (2) Given the reactants [C:1]([O:4][CH2:5][C@H:6]1[N:11]([C:12]([O:14][C:15]([CH3:18])([CH3:17])[CH3:16])=[O:13])[CH2:10][C@@H:9]([CH2:19][O:20][C:21]2[C:26]([N+:27]([O-])=O)=[CH:25][CH:24]=[CH:23][C:22]=2[F:30])[O:8][CH2:7]1)(=[O:3])[NH2:2], predict the reaction product. The product is: [NH2:27][C:26]1[CH:25]=[CH:24][CH:23]=[C:22]([F:30])[C:21]=1[O:20][CH2:19][C@H:9]1[O:8][CH2:7][C@@H:6]([CH2:5][O:4][C:1](=[O:3])[NH2:2])[N:11]([C:12]([O:14][C:15]([CH3:17])([CH3:18])[CH3:16])=[O:13])[CH2:10]1. (3) Given the reactants [CH2:1]1[C:5]2([CH2:10][CH2:9][NH:8][CH2:7][CH2:6]2)[CH2:4][CH2:3][N:2]1[C:11]([O:13][C:14]([CH3:17])([CH3:16])[CH3:15])=[O:12].Cl[C:19]1[N:24]=[CH:23][CH:22]=[CH:21][N:20]=1.CCN(C(C)C)C(C)C.CC(N(C)C)=O, predict the reaction product. The product is: [N:20]1[CH:21]=[CH:22][CH:23]=[N:24][C:19]=1[N:8]1[CH2:7][CH2:6][C:5]2([CH2:1][N:2]([C:11]([O:13][C:14]([CH3:17])([CH3:16])[CH3:15])=[O:12])[CH2:3][CH2:4]2)[CH2:10][CH2:9]1. (4) Given the reactants CNC[C:4]1[CH:9]=[CH:8]C=[CH:6][CH:5]=1.C[CH2:11][N:12]([CH:16]([CH3:18])C)[CH:13](C)C.[N:19]#CBr, predict the reaction product. The product is: [CH2:16]([N:12]([CH3:13])[C:11]#[N:19])[C:18]1[CH:8]=[CH:9][CH:4]=[CH:5][CH:6]=1. (5) Given the reactants [C:1]([CH:3]1[CH2:8][CH2:7][N:6]([C:9](=[O:40])[C@H:10]([NH:14][C:15]([C:17]2[C:25]3[C:20](=[N:21][CH:22]=[C:23]([C:26]#[C:27][Si](C)(C)C)[N:24]=3)[N:19]([CH2:32][O:33][CH2:34][CH2:35][Si:36]([CH3:39])([CH3:38])[CH3:37])[CH:18]=2)=[O:16])[CH:11]2[CH2:13][CH2:12]2)[CH2:5][CH2:4]1)#[N:2].C([O-])([O-])=O.[K+].[K+], predict the reaction product. The product is: [C:1]([CH:3]1[CH2:8][CH2:7][N:6]([C:9](=[O:40])[C@H:10]([NH:14][C:15]([C:17]2[C:25]3[C:20](=[N:21][CH:22]=[C:23]([C:26]#[CH:27])[N:24]=3)[N:19]([CH2:32][O:33][CH2:34][CH2:35][Si:36]([CH3:37])([CH3:39])[CH3:38])[CH:18]=2)=[O:16])[CH:11]2[CH2:12][CH2:13]2)[CH2:5][CH2:4]1)#[N:2]. (6) Given the reactants [Cl:1][C:2]1[CH:7]=[CH:6][C:5]([CH:8]([C:13]2[C:21]3[C:16](=[CH:17][CH:18]=[CH:19][CH:20]=3)[NH:15][N:14]=2)[CH2:9][CH2:10][C:11]#[N:12])=[C:4]([F:22])[CH:3]=1.C([O-])([O-])=O.[Cs+].[Cs+].Br[CH2:30][C:31]([O:33][CH3:34])=[O:32], predict the reaction product. The product is: [Cl:1][C:2]1[CH:7]=[CH:6][C:5]([CH:8]([C:13]2[C:21]3[C:16](=[CH:17][CH:18]=[CH:19][CH:20]=3)[N:15]([CH2:30][C:31]([O:33][CH3:34])=[O:32])[N:14]=2)[CH2:9][CH2:10][C:11]#[N:12])=[C:4]([F:22])[CH:3]=1.